The task is: Predict which catalyst facilitates the given reaction.. This data is from Catalyst prediction with 721,799 reactions and 888 catalyst types from USPTO. (1) The catalyst class is: 19. Product: [C:1]([O:4][C:5]1[CH:26]=[CH:25][C:8]([CH:9]2[CH:18]([OH:19])[C:17]3[C:12](=[C:13]([CH3:24])[C:14]([O:20][C:21](=[O:23])[CH3:22])=[CH:15][CH:16]=3)[O:11][CH2:10]2)=[CH:7][CH:6]=1)(=[O:3])[CH3:2]. Reactant: [C:1]([O:4][C:5]1[CH:26]=[CH:25][C:8]([C:9]2[C:18](=[O:19])[C:17]3[C:12](=[C:13]([CH3:24])[C:14]([O:20][C:21](=[O:23])[CH3:22])=[CH:15][CH:16]=3)[O:11][CH:10]=2)=[CH:7][CH:6]=1)(=[O:3])[CH3:2]. (2) Reactant: [C:1]([C:5]1[CH:6]=[C:7]2[C:12](=[CH:13][CH:14]=1)[C:11](=[O:15])[N:10]([C:16]1[CH:23]=[CH:22][CH:21]=[C:20]([C:24]3[CH:29]=[C:28]([NH:30][C:31]4[CH:36]=[CH:35][C:34]([C:37]([N:39]5[CH2:44][CH2:43][O:42][CH2:41][CH2:40]5)=[O:38])=[CH:33][N:32]=4)[C:27](=[O:45])[N:26]([CH3:46])[CH:25]=3)[C:17]=1[CH:18]=[O:19])[N:9]=[CH:8]2)([CH3:4])([CH3:3])[CH3:2].C(Cl)Cl.[BH4-].[Na+]. Product: [C:1]([C:5]1[CH:6]=[C:7]2[C:12](=[CH:13][CH:14]=1)[C:11](=[O:15])[N:10]([C:16]1[CH:23]=[CH:22][CH:21]=[C:20]([C:24]3[CH:29]=[C:28]([NH:30][C:31]4[CH:36]=[CH:35][C:34]([C:37]([N:39]5[CH2:40][CH2:41][O:42][CH2:43][CH2:44]5)=[O:38])=[CH:33][N:32]=4)[C:27](=[O:45])[N:26]([CH3:46])[CH:25]=3)[C:17]=1[CH2:18][OH:19])[N:9]=[CH:8]2)([CH3:4])([CH3:2])[CH3:3]. The catalyst class is: 5. (3) Reactant: [NH2:1][C:2]1[CH:7]=[CH:6][C:5]([N:8]2[C:14](=[O:15])[CH2:13][C:12](=[O:16])[NH:11][C:10]3[C:17]4[C:22]([CH:23]=[CH:24][C:9]2=3)=[CH:21][CH:20]=[CH:19][CH:18]=4)=[CH:4][CH:3]=1.C(C1C2NC(=O)CC(=O)N(C3C=CC(NC(=O)OC(C)(C)C)=CC=3)C=2C=CC=1)C.[Br:54][C:55]1[CH:56]=[C:57]([S:61](Cl)(=[O:63])=[O:62])[CH:58]=[CH:59][CH:60]=1. Product: [Br:54][C:55]1[CH:56]=[C:57]([S:61]([NH:1][C:2]2[CH:7]=[CH:6][C:5]([N:8]3[C:14](=[O:15])[CH2:13][C:12](=[O:16])[NH:11][C:10]4[C:17]5[C:22]([CH:23]=[CH:24][C:9]3=4)=[CH:21][CH:20]=[CH:19][CH:18]=5)=[CH:4][CH:3]=2)(=[O:63])=[O:62])[CH:58]=[CH:59][CH:60]=1. The catalyst class is: 17.